Dataset: Experimentally validated miRNA-target interactions with 360,000+ pairs, plus equal number of negative samples. Task: Binary Classification. Given a miRNA mature sequence and a target amino acid sequence, predict their likelihood of interaction. Result: 0 (no interaction). The protein sequence of the target gene is MSTENGKSADAPVAAPAAKELTSKDYYFDSYAHFGIHEEMLKDEVRTTTYRNSIYHNSHLFKDKVVMDVGSGTGILSMFAAKAGAKKVFAMEFSNMALTSRKIIADNNLDHIVEVIQAKVEDVHELPGGIEKVDIIISEWMGYCLFYESMLNTVLVARDRWLAPNGMLFPDKARLYVCAIEDRQYKEDKIHWWDSVYGFNMSAIKNVAIKEPLVDIVDNAQVNTNNCLLKDVDLYTVKIEDLTFKSDFKLRCTRSDYIQAFVTFFTVEFSKCHKKTGFSTGPDVQYTHWKQTVFYLKDAL.... The miRNA is hsa-miR-4325 with sequence UUGCACUUGUCUCAGUGA.